Dataset: Catalyst prediction with 721,799 reactions and 888 catalyst types from USPTO. Task: Predict which catalyst facilitates the given reaction. (1) Reactant: C([N:4]([S:34]([CH2:37][C:38]1[CH:43]=[CH:42][CH:41]=[CH:40][CH:39]=1)(=[O:36])=[O:35])[C:5]([CH:7]1[CH2:12][CH2:11][N:10]([C:13]2[C:23]([C:24]#[N:25])=[CH:22][C:16]([C:17]([O:19][CH2:20][CH3:21])=[O:18])=[C:15]([O:26]S(C(F)(F)F)(=O)=O)[N:14]=2)[CH2:9][CH2:8]1)=[O:6])C=C.CC1(C)C2C(=C(P(C3C=CC=CC=3)C3C=CC=CC=3)C=CC=2)OC2C(P(C3C=CC=CC=3)C3C=CC=CC=3)=CC=CC1=2.CCN(C(C)C)C(C)C.[F:95][C:96]([F:100])([F:99])[CH2:97]O.C([O-])(O)=O.[Na+]. Product: [CH2:37]([S:34]([NH:4][C:5]([CH:7]1[CH2:12][CH2:11][N:10]([C:13]2[C:23]([C:24]#[N:25])=[CH:22][C:16]([C:17]([O:19][CH2:20][CH3:21])=[O:18])=[C:15]([O:26][CH2:97][C:96]([F:100])([F:99])[F:95])[N:14]=2)[CH2:9][CH2:8]1)=[O:6])(=[O:36])=[O:35])[C:38]1[CH:39]=[CH:40][CH:41]=[CH:42][CH:43]=1. The catalyst class is: 62. (2) Reactant: [C:1](Cl)(=[O:4])[CH:2]=[CH2:3].[CH3:6][NH:7][CH2:8][C:9]1[C:17]2[C:12](=[CH:13][CH:14]=[CH:15][CH:16]=2)[NH:11][CH:10]=1.CCN(CC)CC. Product: [NH:11]1[C:12]2[C:17](=[CH:16][CH:15]=[CH:14][CH:13]=2)[C:9]([CH2:8][N:7]([CH3:6])[C:1](=[O:4])[CH:2]=[CH2:3])=[CH:10]1. The catalyst class is: 2.